This data is from Forward reaction prediction with 1.9M reactions from USPTO patents (1976-2016). The task is: Predict the product of the given reaction. Given the reactants [C:1]([O:5][C:6](=[O:16])[CH:7]([CH2:11][S:12]([Cl:15])(=[O:14])=[O:13])[CH:8]([CH3:10])C)([CH3:4])([CH3:3])[CH3:2].C(O[C:22](=O)[CH:23](CSC(=O)C)[CH2:24][C:25]1C=CC=C[CH:26]=1)(C)(C)C, predict the reaction product. The product is: [C:1]([O:5][C:6](=[O:16])[CH:7]([CH2:11][S:12]([Cl:15])(=[O:13])=[O:14])[CH2:8][C:10]1[CH:26]=[CH:25][CH:24]=[CH:23][CH:22]=1)([CH3:2])([CH3:3])[CH3:4].